This data is from Forward reaction prediction with 1.9M reactions from USPTO patents (1976-2016). The task is: Predict the product of the given reaction. (1) Given the reactants [C:1]([CH2:3][C:4]([OH:6])=O)#[N:2].CN(C(ON1N=NC2C=CC=CC1=2)=[N+](C)C)C.[B-](F)(F)(F)F.[CH2:29]([O:31][C:32]1[CH:37]=[CH:36][C:35]([N:38]2[CH2:43][CH2:42][CH:41]([C:44]3[CH:49]=[CH:48][C:47]([C@@H:50]([NH2:52])[CH3:51])=[CH:46][CH:45]=3)[CH2:40][CH2:39]2)=[CH:34][CH:33]=1)[CH3:30], predict the reaction product. The product is: [C:1]([CH2:3][C:4]([NH:52][C@H:50]([C:47]1[CH:46]=[CH:45][C:44]([CH:41]2[CH2:40][CH2:39][N:38]([C:35]3[CH:34]=[CH:33][C:32]([O:31][CH2:29][CH3:30])=[CH:37][CH:36]=3)[CH2:43][CH2:42]2)=[CH:49][CH:48]=1)[CH3:51])=[O:6])#[N:2]. (2) Given the reactants C(OC([N:8]1[CH2:13][CH2:12][C:11]([NH:16][C:17]([C:19]2[CH:20]=[N:21][C:22]([Cl:25])=[CH:23][CH:24]=2)=[O:18])([C:14]#[N:15])[CH2:10][CH2:9]1)=O)(C)(C)C, predict the reaction product. The product is: [ClH:25].[ClH:25].[Cl:25][C:22]1[CH:23]=[CH:24][C:19]([C:17]([NH:16][C:11]2([C:14]#[N:15])[CH2:10][CH2:9][NH:8][CH2:13][CH2:12]2)=[O:18])=[CH:20][N:21]=1. (3) The product is: [CH2:19]([O:15][C:8]1[CH:9]=[CH:10][CH:11]=[C:12]2[C:7]=1[C:6]1[CH:5]=[CH:4][CH:3]=[C:2]([F:1])[C:14]=1[NH:13]2)[CH:17]1[O:18][CH2:16]1. Given the reactants [F:1][C:2]1[C:14]2[NH:13][C:12]3[C:7](=[C:8]([OH:15])[CH:9]=[CH:10][CH:11]=3)[C:6]=2[CH:5]=[CH:4][CH:3]=1.[CH2:16]1[O:18][C@H:17]1[CH2:19]OS(C1C=C([N+]([O-])=O)C=CC=1)(=O)=O, predict the reaction product. (4) Given the reactants [CH3:1][O:2][C:3]1[CH:22]=[CH:21][C:6]([CH2:7][CH:8]2[C:12]3=[N:13][C:14]4[N:15]=[CH:16][N:17]=[CH:18][C:19]=4[N:11]3[C:10](=[O:20])[NH:9]2)=[CH:5][CH:4]=1.COC1C=CC(CC2C3N(C4N=CN=CC=4N=3)C(=O)N2)=CC=1.[NH2:45][C@H:46]1[CH2:51][CH2:50][C@H:49]([OH:52])[CH2:48][CH2:47]1, predict the reaction product. The product is: [OH:52][C@H:49]1[CH2:50][CH2:51][C@H:46]([NH:45][C:10]([NH:9][CH:8]([C:12]2[NH:11][C:19]3[C:14](=[N:15][CH:16]=[N:17][CH:18]=3)[N:13]=2)[CH2:7][C:6]2[CH:5]=[CH:4][C:3]([O:2][CH3:1])=[CH:22][CH:21]=2)=[O:20])[CH2:47][CH2:48]1. (5) Given the reactants [C:1]([C:4]1[C:22](=[O:23])[C@@:8]2([CH3:24])[C:9]3[C:15]([OH:16])=[CH:14][C:13]([O:17][CH3:18])=[C:12]([C:19]([NH2:21])=[O:20])[C:10]=3[O:11][C:7]2=[CH:6][C:5]=1[OH:25])(=[O:3])[CH3:2].[O:26]([C:33]1[CH:40]=[CH:39][C:36]([CH:37]=O)=[CH:35][CH:34]=1)[C:27]1[CH:32]=[CH:31][CH:30]=[CH:29][CH:28]=1.C([SiH](CC)CC)C.FC(F)(F)C(O)=O, predict the reaction product. The product is: [C:1]([C:4]1[C:22](=[O:23])[C@@:8]2([CH3:24])[C:9]3[C:15]([OH:16])=[CH:14][C:13]([O:17][CH3:18])=[C:12]([C:19]([NH:21][CH2:37][C:36]4[CH:39]=[CH:40][C:33]([O:26][C:27]5[CH:28]=[CH:29][CH:30]=[CH:31][CH:32]=5)=[CH:34][CH:35]=4)=[O:20])[C:10]=3[O:11][C:7]2=[CH:6][C:5]=1[OH:25])(=[O:3])[CH3:2]. (6) The product is: [CH3:13][CH2:14][CH2:15][CH2:16][CH2:17][C@H:18]([OH:37])/[CH:19]=[CH:20]/[C@H:21]1[C:25](=[O:26])[CH2:24][C@H:23]([OH:27])[C@@H:22]1[CH2:28]/[CH:29]=[CH:30]\[CH2:31][CH2:32][CH2:33][C:34]([OH:36])=[O:35]. Given the reactants C(O)C(N)(CO)CO.Cl.[Mg+2].[Cl-].[Cl-].[CH3:13][CH2:14][CH2:15][CH2:16][CH2:17][C@H:18]([OH:37])/[CH:19]=[CH:20]/[C@H:21]1[C:25](=[O:26])[CH2:24][C@H:23]([OH:27])[C@@H:22]1[CH2:28]/[CH:29]=[CH:30]/[CH2:31][CH2:32][CH2:33][C:34]([OH:36])=[O:35], predict the reaction product.